This data is from Reaction yield outcomes from USPTO patents with 853,638 reactions. The task is: Predict the reaction yield, written as a fraction of the theoretical maximum amount of product (1.0 means a 100% yield; for example, 0.34 means a 34% yield). (1) The reactants are [CH3:1][O:2][C:3](=[O:21])[C:4]1[CH:9]=[C:8]([C:10](=[O:15])[CH2:11][CH2:12][O:13][CH3:14])[C:7]([C:16]([F:19])([F:18])[F:17])=[CH:6][C:5]=1[NH2:20].[C:22](Cl)(Cl)=[O:23]. The catalyst is C1(C)C=CC=CC=1. The product is [CH3:1][O:2][C:3](=[O:21])[C:4]1[CH:9]=[C:8]([C:10](=[O:15])[CH2:11][CH2:12][O:13][CH3:14])[C:7]([C:16]([F:17])([F:19])[F:18])=[CH:6][C:5]=1[N:20]=[C:22]=[O:23]. The yield is 1.00. (2) The yield is 0.730. The product is [C:23]1([CH2:22][O:21][CH2:20][CH2:19][CH2:18][O:17][CH2:16][CH2:15][O:14][CH2:13][CH2:12][O:11][CH2:10][CH2:9][OH:8])[CH:24]=[CH:25][CH:26]=[CH:27][CH:28]=1. The reactants are C1(C(C2C=CC=CC=2)(C2C=CC=CC=2)[O:8][CH2:9][CH2:10][O:11][CH2:12][CH2:13][O:14][CH2:15][CH2:16][O:17][CH2:18][CH2:19][CH2:20][O:21][CH2:22][C:23]2[CH:28]=[CH:27][CH:26]=[CH:25][CH:24]=2)C=CC=CC=1.Cl.O. The catalyst is C(Cl)Cl.CO.